From a dataset of Reaction yield outcomes from USPTO patents with 853,638 reactions. Predict the reaction yield, written as a fraction of the theoretical maximum amount of product (1.0 means a 100% yield; for example, 0.34 means a 34% yield). (1) The product is [Cl:12][C:13]1[C:14]([O:30][C:31]2[CH:32]=[N:33][C:34]([O:38][C@@H:39]([CH3:44])[C:40]([F:42])([F:43])[F:41])=[C:35]([Cl:37])[CH:36]=2)=[CH:15][C:16]([F:29])=[C:17]([CH:28]=1)[C:18]([NH:5][S:2]([CH3:1])(=[O:4])=[O:3])=[O:19]. The catalyst is C1COCC1. The reactants are [CH3:1][S:2]([NH2:5])(=[O:4])=[O:3].CC(C)([O-])C.[K+].[Cl:12][C:13]1[C:14]([O:30][C:31]2[CH:32]=[N:33][C:34]([O:38][C@@H:39]([CH3:44])[C:40]([F:43])([F:42])[F:41])=[C:35]([Cl:37])[CH:36]=2)=[CH:15][C:16]([F:29])=[C:17]([CH:28]=1)[C:18](OC1C=CC(C)=CC=1)=[O:19]. The yield is 0.270. (2) The reactants are [CH3:1][S:2]([O:5][C:6]1[CH:7]=[C:8]([CH:13]=[CH:14][C:15]=1[CH2:16][N:17]1[CH2:22][CH2:21][O:20][CH2:19][CH2:18]1)[C:9]([O:11]C)=[O:10])(=[O:4])=[O:3].[Li+].[OH-]. The catalyst is C1COCC1.Cl. The product is [CH3:1][S:2]([O:5][C:6]1[CH:7]=[C:8]([CH:13]=[CH:14][C:15]=1[CH2:16][N:17]1[CH2:22][CH2:21][O:20][CH2:19][CH2:18]1)[C:9]([OH:11])=[O:10])(=[O:3])=[O:4]. The yield is 0.990. (3) The reactants are [F:1][C:2]1[CH:3]=[C:4]([CH:17]=[CH:18][N:19]=1)[C:5]([O:7]C1C=CC([N+]([O-])=O)=CC=1)=O.[CH2:20]([NH:22][CH2:23][CH2:24][NH2:25])[CH3:21]. The catalyst is O1CCCC1. The product is [CH2:20]([NH:22][CH2:23][CH2:24][NH:25][C:5](=[O:7])[C:4]1[CH:17]=[CH:18][N:19]=[C:2]([F:1])[CH:3]=1)[CH3:21]. The yield is 0.910. (4) The reactants are [CH2:1]([O:3][P:4](=[S:9])([SH:8])[O:5][CH2:6][CH3:7])[CH3:2].Br[CH2:11][CH:12]=[CH:13][CH2:14]Br. The catalyst is C(O)C.O. The product is [CH2:1]([O:3][P:4](=[S:8])([O:5][CH2:6][CH3:7])[S:9][CH2:11][CH:12]=[CH:13][CH2:14][S:9][P:4]([O:5][CH2:6][CH3:7])([O:3][CH2:1][CH3:2])=[S:8])[CH3:2]. The yield is 0.990. (5) The reactants are [BH4-].[Na+].[Si:3]([O:10][CH:11]1[CH2:16][CH2:15][C:14](=[O:17])[CH2:13][CH2:12]1)([C:6]([CH3:9])([CH3:8])[CH3:7])([CH3:5])[CH3:4]. The catalyst is CO.C(OCC)(=O)C. The product is [Si:3]([O:10][CH:11]1[CH2:16][CH2:15][CH:14]([OH:17])[CH2:13][CH2:12]1)([C:6]([CH3:9])([CH3:8])[CH3:7])([CH3:5])[CH3:4]. The yield is 0.930. (6) The reactants are [F:1][C:2]1[CH:29]=[C:28]([F:30])[CH:27]=[CH:26][C:3]=1[CH2:4][N:5]1[C:9]2=[CH:10][N:11]=[C:12]([C:14]([O:16][CH3:17])=[O:15])[CH:13]=[C:8]2[C:7]([CH2:18]SC2C=CC=CC=2)=[CH:6]1.[CH3:31][O:32][CH:33](O)[CH3:34].CCN(C(C)C)C(C)C.CN(C=[O:49])C. No catalyst specified. The product is [F:1][C:2]1[CH:29]=[C:28]([F:30])[CH:27]=[CH:26][C:3]=1[CH2:4][N:5]1[C:9]2=[CH:10][N:11]=[C:12]([C:14]([O:16][CH3:17])=[O:15])[CH:13]=[C:8]2[C:7]([CH2:18][O:49][CH2:34][CH2:33][O:32][CH3:31])=[CH:6]1. The yield is 0.770.